Dataset: Forward reaction prediction with 1.9M reactions from USPTO patents (1976-2016). Task: Predict the product of the given reaction. (1) The product is: [CH3:23][O:24][C:25]1[CH:26]=[C:27]([NH:31][C:2]2[N:7]=[CH:6][N:5]=[C:4]([C:8]3[CH:9]=[CH:10][C:11]([O:16][CH:17]4[CH2:22][CH2:21][O:20][CH2:19][CH2:18]4)=[C:12]([CH:15]=3)[C:13]#[N:14])[N:3]=2)[CH:28]=[CH:29][CH:30]=1. Given the reactants Cl[C:2]1[N:7]=[CH:6][N:5]=[C:4]([C:8]2[CH:9]=[CH:10][C:11]([O:16][CH:17]3[CH2:22][CH2:21][O:20][CH2:19][CH2:18]3)=[C:12]([CH:15]=2)[C:13]#[N:14])[N:3]=1.[CH3:23][O:24][C:25]1[CH:30]=[CH:29][CH:28]=[C:27]([NH2:31])[CH:26]=1.C(N(CC)C(C)C)(C)C, predict the reaction product. (2) Given the reactants [C:1](OCC)(=[O:3])[CH3:2].[H-].[Na+].[CH3:9][O:10][C:11]1[CH:16]=[CH:15][C:14]([C:17](=[O:19])[CH3:18])=[CH:13][CH:12]=1.S(=O)(=O)(O)O, predict the reaction product. The product is: [CH3:9][O:10][C:11]1[CH:16]=[CH:15][C:14]([C:17](=[O:19])[CH2:18][C:1](=[O:3])[CH3:2])=[CH:13][CH:12]=1. (3) Given the reactants [N+:1]([C:4]1[S:5][CH:6]=[C:7]2[C:11](=[O:12])[N:10]([C:13]3([CH3:21])[CH2:18][CH2:17][C:16](=[O:19])[NH:15][C:14]3=[O:20])[C:9](=[O:22])[C:8]=12)([O-])=O.[O-]S(S([O-])=O)=O.[Na+].[Na+], predict the reaction product. The product is: [NH2:1][C:4]1[S:5][CH:6]=[C:7]2[C:11](=[O:12])[N:10]([C:13]3([CH3:21])[CH2:18][CH2:17][C:16](=[O:19])[NH:15][C:14]3=[O:20])[C:9](=[O:22])[C:8]=12.